From a dataset of Full USPTO retrosynthesis dataset with 1.9M reactions from patents (1976-2016). Predict the reactants needed to synthesize the given product. (1) Given the product [CH3:28][N:25]1[C:26]2[CH:27]=[C:19]([N:12]3[CH:13]=[CH:14][C:9]([C:6]4[N:7]=[N:8][C:3]([C:2]([F:1])([F:16])[F:17])=[CH:4][CH:5]=4)=[CH:10][C:11]3=[O:15])[CH:20]=[CH:21][C:22]=2[C:23]2[CH2:33][CH2:32][N:31]([C:34]([O:36][C:37]([CH3:40])([CH3:39])[CH3:38])=[O:35])[CH2:30][CH2:29][C:24]1=2, predict the reactants needed to synthesize it. The reactants are: [F:1][C:2]([F:17])([F:16])[C:3]1[N:8]=[N:7][C:6]([C:9]2[CH:14]=[CH:13][NH:12][C:11](=[O:15])[CH:10]=2)=[CH:5][CH:4]=1.Br[C:19]1[CH:20]=[CH:21][C:22]2[C:23]3[CH2:33][CH2:32][N:31]([C:34]([O:36][C:37]([CH3:40])([CH3:39])[CH3:38])=[O:35])[CH2:30][CH2:29][C:24]=3[N:25]([CH3:28])[C:26]=2[CH:27]=1.OC1C=CC=C2C=1N=CC=C2.C([O-])([O-])=O.[Cs+].[Cs+]. (2) The reactants are: [CH2:1]([O:3][C:4]([N:6]1[CH2:11][CH2:10][N:9]([S:12]([C:15]2[CH:20]=[CH:19][C:18]([C:21]([C:23]3[C:32]4[C:27](=[CH:28][CH:29]=[C:30]([F:33])[CH:31]=4)[CH:26]=[C:25]([CH2:34][C:35]([O:37]CC)=[O:36])[CH:24]=3)=[O:22])=[CH:17][CH:16]=2)(=[O:14])=[O:13])[CH2:8][CH2:7]1)=[O:5])[CH3:2].O.[OH-].[Li+]. Given the product [CH2:1]([O:3][C:4]([N:6]1[CH2:7][CH2:8][N:9]([S:12]([C:15]2[CH:20]=[CH:19][C:18]([C:21]([C:23]3[C:32]4[C:27](=[CH:28][CH:29]=[C:30]([F:33])[CH:31]=4)[CH:26]=[C:25]([CH2:34][C:35]([OH:37])=[O:36])[CH:24]=3)=[O:22])=[CH:17][CH:16]=2)(=[O:14])=[O:13])[CH2:10][CH2:11]1)=[O:5])[CH3:2], predict the reactants needed to synthesize it. (3) Given the product [CH3:1][C:2]1[N:7]=[C:6]([CH2:8][CH2:9][NH2:10])[CH:5]=[CH:4][CH:3]=1, predict the reactants needed to synthesize it. The reactants are: [CH3:1][C:2]1[N:7]=[C:6]([CH2:8][C:9]#[N:10])[CH:5]=[CH:4][CH:3]=1.CO.Cl. (4) Given the product [NH2:27][C:14]1[C:15]([C:17]2[C:26]3[C:21](=[CH:22][CH:23]=[CH:24][CH:25]=3)[CH:20]=[CH:19][CH:18]=2)=[N:16][C:11]([O:10][C:7]2[N:6]=[C:5]([C:30]3[C:39]4[C:34](=[CH:35][CH:36]=[CH:37][CH:38]=4)[CH:33]=[CH:32][CH:31]=3)[C:4]([NH2:1])=[CH:9][N:8]=2)=[N:12][CH:13]=1, predict the reactants needed to synthesize it. The reactants are: [N+:1]([C:4]1[C:5]([C:30]2[C:39]3[C:34](=[CH:35][CH:36]=[CH:37][CH:38]=3)[CH:33]=[CH:32][CH:31]=2)=[N:6][C:7]([O:10][C:11]2[N:16]=[C:15]([C:17]3[C:26]4[C:21](=[CH:22][CH:23]=[CH:24][CH:25]=4)[CH:20]=[CH:19][CH:18]=3)[C:14]([N+:27]([O-])=O)=[CH:13][N:12]=2)=[N:8][CH:9]=1)([O-])=O.C([O-])=O.[NH4+]. (5) Given the product [CH2:1]([O:8][N:9]1[C:15](=[O:16])[N:14]2[CH2:17][C@H:10]1[CH2:11][CH2:12][C@H:13]2[C:18]([NH:21][O:22][CH2:23][C:24]1[N:25]=[CH:26][N:27]([C:29]([O:31][C:32]([CH3:35])([CH3:34])[CH3:33])=[O:30])[CH:28]=1)=[O:20])[C:2]1[CH:3]=[CH:4][CH:5]=[CH:6][CH:7]=1, predict the reactants needed to synthesize it. The reactants are: [CH2:1]([O:8][N:9]1[C:15](=[O:16])[N:14]2[CH2:17][C@H:10]1[CH2:11][CH2:12][C@H:13]2[C:18]([OH:20])=O)[C:2]1[CH:7]=[CH:6][CH:5]=[CH:4][CH:3]=1.[NH2:21][O:22][CH2:23][C:24]1[N:25]=[CH:26][N:27]([C:29]([O:31][C:32]([CH3:35])([CH3:34])[CH3:33])=[O:30])[CH:28]=1.ON1C2C=CC=CC=2N=N1.Cl.C(N=C=NCCCN(C)C)C. (6) Given the product [CH3:15][O:16][C:17]1[CH:24]=[CH:23][C:20]([CH2:21][N:6]2[CH:5]=[C:4]([N+:1]([O-:3])=[O:2])[CH:8]=[N:7]2)=[CH:19][CH:18]=1, predict the reactants needed to synthesize it. The reactants are: [N+:1]([C:4]1[CH:5]=[N:6][NH:7][CH:8]=1)([O-:3])=[O:2].C(=O)([O-])[O-].[K+].[K+].[CH3:15][O:16][C:17]1[CH:24]=[CH:23][C:20]([CH2:21]Cl)=[CH:19][CH:18]=1. (7) Given the product [NH2:22][C@@H:23]1[CH2:28][CH2:27][C@H:26]([NH:29][C:2]2[C:3]([CH3:21])=[C:4]([NH:11][C:12]3[CH:17]=[CH:16][C:15]([O:18][CH2:19][CH3:20])=[CH:14][CH:13]=3)[C:5]3[N:6]([CH:8]=[CH:9][N:10]=3)[N:7]=2)[CH2:25][CH2:24]1, predict the reactants needed to synthesize it. The reactants are: Cl[C:2]1[C:3]([CH3:21])=[C:4]([NH:11][C:12]2[CH:17]=[CH:16][C:15]([O:18][CH2:19][CH3:20])=[CH:14][CH:13]=2)[C:5]2[N:6]([CH:8]=[CH:9][N:10]=2)[N:7]=1.[NH2:22][C@H:23]1[CH2:28][CH2:27][C@@H:26]([NH2:29])[CH2:25][CH2:24]1.